Task: Predict the reactants needed to synthesize the given product.. Dataset: Full USPTO retrosynthesis dataset with 1.9M reactions from patents (1976-2016) (1) Given the product [I:12][C:6]1[CH:7]=[C:2]([CH3:1])[CH:3]=[C:4]([N+:9]([O-:11])=[O:10])[C:5]=1[NH2:8], predict the reactants needed to synthesize it. The reactants are: [CH3:1][C:2]1[CH:7]=[CH:6][C:5]([NH2:8])=[C:4]([N+:9]([O-:11])=[O:10])[CH:3]=1.[I:12]I. (2) Given the product [C:11]([O:15][C:16](=[O:25])[NH:17][C@H:18]1[CH2:19][CH2:20][C@@H:21]([NH:24][C:2]2[N:7]=[C:6]([N:8]([CH3:10])[CH3:9])[CH:5]=[CH:4][N:3]=2)[CH2:22][CH2:23]1)([CH3:14])([CH3:12])[CH3:13], predict the reactants needed to synthesize it. The reactants are: Cl[C:2]1[N:7]=[C:6]([N:8]([CH3:10])[CH3:9])[CH:5]=[CH:4][N:3]=1.[C:11]([O:15][C:16](=[O:25])[NH:17][C@H:18]1[CH2:23][CH2:22][C@@H:21]([NH2:24])[CH2:20][CH2:19]1)([CH3:14])([CH3:13])[CH3:12].C([O-])(O)=O.[Na+]. (3) Given the product [CH:1]1[C:9]([NH2:10])=[CH:8][CH:7]=[C:5]([OH:6])[C:3](=[O:4])[CH:2]=1, predict the reactants needed to synthesize it. The reactants are: [CH:1]1[C:9](=[N:10]O)[CH:8]=[CH:7][C:5](=[O:6])[C:3](=[O:4])[CH:2]=1.[Sn](Cl)Cl. (4) Given the product [F:1][C:2]1[CH:8]=[CH:7][CH:6]=[CH:5][C:3]=1[NH:4][C:10](=[O:11])[CH2:25][C:24]([O:27][CH2:28][CH3:29])=[O:26], predict the reactants needed to synthesize it. The reactants are: [F:1][C:2]1[CH:8]=[CH:7][CH:6]=[CH:5][C:3]=1[NH2:4].O.[C:10](=O)(O)[O-:11].[Na+].C(C(C(Cl)=O)C(Cl)=O)C.[C:24]([O:27][CH2:28][CH3:29])(=[O:26])[CH3:25]. (5) The reactants are: [CH2:1]([C:3]1[N:7](S(N(C)C)(=O)=O)[C:6]([CH:14]=O)=[N:5][N:4]=1)[CH3:2].[CH3:16][O:17][C:18]1[CH:19]=[C:20]2[C:24](=[CH:25][CH:26]=1)[NH:23][C:22](=[O:27])[CH2:21]2.N1CCCCC1. Given the product [CH2:1]([C:3]1[NH:7][C:6](/[CH:14]=[C:21]2\[C:22](=[O:27])[NH:23][C:24]3[C:20]\2=[CH:19][C:18]([O:17][CH3:16])=[CH:26][CH:25]=3)=[N:5][N:4]=1)[CH3:2], predict the reactants needed to synthesize it. (6) Given the product [CH3:39][C:38]1[CH:37]=[CH:36][CH:35]=[C:34]([CH3:40])[C:33]=1[NH:32][C:30]([NH:29]/[N:28]=[CH:26]/[C:23]1[CH:24]=[CH:25][C:5]2[C:4]3[CH:9]([CH:10]([C:11]4[CH:16]=[CH:15][C:14]([O:17][C:18]([F:21])([F:19])[F:20])=[CH:13][CH:12]=4)[N:2]([CH3:1])[N:3]=3)[CH2:8][CH2:7][C:6]=2[CH:22]=1)=[S:31], predict the reactants needed to synthesize it. The reactants are: [CH3:1][N:2]1[CH:10]([C:11]2[CH:16]=[CH:15][C:14]([O:17][C:18]([F:21])([F:20])[F:19])=[CH:13][CH:12]=2)[CH:9]2[C:4]([C:5]3[CH:25]=[CH:24][C:23]([CH:26]=O)=[CH:22][C:6]=3[CH2:7][CH2:8]2)=[N:3]1.[NH2:28][NH:29][C:30]([NH:32][C:33]1[C:38]([CH3:39])=[CH:37][CH:36]=[CH:35][C:34]=1[CH3:40])=[S:31]. (7) Given the product [C:13]([C:15]1[CH:16]=[CH:17][C:18]([C:19]([NH:21][C:22]2[CH:27]=[CH:26][CH:25]=[C:24]([C:28]([NH:30][N:31]=[C:5]3[C:4]4[C:8](=[CH:9][CH:10]=[C:2]([I:1])[CH:3]=4)[NH:7][C:6]3=[O:11])=[O:29])[CH:23]=2)=[O:20])=[CH:32][CH:33]=1)#[N:14], predict the reactants needed to synthesize it. The reactants are: [I:1][C:2]1[CH:3]=[C:4]2[C:8](=[CH:9][CH:10]=1)[NH:7][C:6](=[O:11])[C:5]2=O.[C:13]([C:15]1[CH:33]=[CH:32][C:18]([C:19]([NH:21][C:22]2[CH:27]=[CH:26][CH:25]=[C:24]([C:28]([NH:30][NH2:31])=[O:29])[CH:23]=2)=[O:20])=[CH:17][CH:16]=1)#[N:14]. (8) Given the product [CH2:20]([O:27][C:28]1[CH:33]=[C:32]([F:34])[CH:31]=[CH:30][C:29]=1[C:7]1[CH:12]=[CH:11][C:10]([CH:13]=[O:14])=[CH:9][C:8]=1[O:15][CH2:16][CH3:17])[C:21]1[CH:22]=[CH:23][CH:24]=[CH:25][CH:26]=1, predict the reactants needed to synthesize it. The reactants are: FC(F)(F)S(O[C:7]1[CH:12]=[CH:11][C:10]([CH:13]=[O:14])=[CH:9][C:8]=1[O:15][CH2:16][CH3:17])(=O)=O.[CH2:20]([O:27][C:28]1[CH:33]=[C:32]([F:34])[CH:31]=[CH:30][C:29]=1B(O)O)[C:21]1[CH:26]=[CH:25][CH:24]=[CH:23][CH:22]=1.